This data is from Reaction yield outcomes from USPTO patents with 853,638 reactions. The task is: Predict the reaction yield, written as a fraction of the theoretical maximum amount of product (1.0 means a 100% yield; for example, 0.34 means a 34% yield). The reactants are C1(C[O:5][C:6](=[O:33])[CH:7]([C:12]2[CH:17]=[C:16]([O:18][CH2:19][CH:20]3[CH2:22][CH2:21]3)[C:15]([C:23]3[CH:24]=[CH:25][C:26]4[C:27]([CH:31]=3)=[N:28][S:29][N:30]=4)=[C:14]([Cl:32])[CH:13]=2)[CH2:8][CH:9]([CH3:11])[CH3:10])CC1.[OH-].[K+]. The catalyst is CCO.O. The product is [N:30]1[S:29][N:28]=[C:27]2[CH:31]=[C:23]([C:15]3[C:16]([O:18][CH2:19][CH:20]4[CH2:22][CH2:21]4)=[CH:17][C:12]([CH:7]([CH2:8][CH:9]([CH3:10])[CH3:11])[C:6]([OH:33])=[O:5])=[CH:13][C:14]=3[Cl:32])[CH:24]=[CH:25][C:26]=12. The yield is 0.550.